This data is from Reaction yield outcomes from USPTO patents with 853,638 reactions. The task is: Predict the reaction yield, written as a fraction of the theoretical maximum amount of product (1.0 means a 100% yield; for example, 0.34 means a 34% yield). (1) The reactants are [N:1]([CH2:4][CH2:5][C:6]([CH3:18])([CH3:17])[CH2:7][CH2:8][O:9][Si](C(C)(C)C)(C)C)=[N+:2]=[N-:3].CCCC[N+](CCCC)(CCCC)CCCC.[F-]. The catalyst is O1CCCC1. The product is [N:1]([CH2:4][CH2:5][C:6]([CH3:18])([CH3:17])[CH2:7][CH2:8][OH:9])=[N+:2]=[N-:3]. The yield is 0.760. (2) The reactants are [Cl:1][C:2]1[CH:3]=[C:4]([C:11]2[S:12][CH:13]=[C:14]([C:16]([O:18]CC)=[O:17])[N:15]=2)[CH:5]=[C:6]([Cl:10])[C:7]=1[O:8]C.B(Br)(Br)Br. The catalyst is ClCCl. The product is [Cl:1][C:2]1[CH:3]=[C:4]([C:11]2[S:12][CH:13]=[C:14]([C:16]([OH:18])=[O:17])[N:15]=2)[CH:5]=[C:6]([Cl:10])[C:7]=1[OH:8]. The yield is 0.820. (3) The reactants are [NH2:1][C:2]1[CH:3]=[C:4]([C:8]2[C:17]3[C:12](=[CH:13][C:14]([O:20][CH3:21])=[C:15]([O:18][CH3:19])[CH:16]=3)[N:11]=[C:10](CN)[N:9]=2)[CH:5]=[CH:6][CH:7]=1.[N:24]1C=CC=C[CH:25]=1.C[O:31][C:32](=[O:42])[C:33]1[CH:38]=[CH:37][C:36]([C:39](Cl)=[O:40])=[CH:35][CH:34]=1.[CH3:43]S(C)=O. The catalyst is O1CCCC1. The product is [CH3:43][C:34]1[CH:35]=[C:36]([C:39]([NH:1][C:2]2[CH:7]=[CH:6][CH:5]=[C:4]([C:8]3[C:17]4[C:12](=[CH:13][C:14]([O:20][CH3:21])=[C:15]([O:18][CH3:19])[CH:16]=4)[N:11]=[C:10]([NH:24][CH3:25])[N:9]=3)[CH:3]=2)=[O:40])[CH:37]=[CH:38][C:33]=1[C:32]([OH:31])=[O:42]. The yield is 0.532. (4) The reactants are [CH3:1][C:2]1[C:3]([C:7]([C:9]2[CH:14]=[CH:13][CH:12]=[CH:11][CH:10]=2)=O)=[N:4][S:5][N:6]=1.Cl.[NH2:16][OH:17]. The catalyst is N1C=CC=CC=1. The product is [OH:17][N:16]=[C:7]([C:3]1[C:2]([CH3:1])=[N:6][S:5][N:4]=1)[C:9]1[CH:14]=[CH:13][CH:12]=[CH:11][CH:10]=1. The yield is 0.996. (5) The reactants are [CH3:1][C:2]([OH:15])([CH2:4][CH2:5][CH2:6][CH2:7][CH2:8][CH2:9][CH2:10][CH2:11][CH2:12][CH2:13][CH3:14])[CH3:3].C(N(CC)CC)C.[Br:23][CH:24]([CH3:28])[C:25](Br)=[O:26]. The catalyst is C1(C)C=CC=CC=1. The product is [Br:23][CH:24]([CH3:28])[C:25]([O:15][C:2]([CH3:1])([CH2:4][CH2:5][CH2:6][CH2:7][CH2:8][CH2:9][CH2:10][CH2:11][CH2:12][CH2:13][CH3:14])[CH3:3])=[O:26]. The yield is 0.613. (6) The reactants are [CH3:1][C:2]1[CH:7]=[CH:6][CH:5]=[C:4]([N+:8]([O-])=O)[C:3]=1[CH2:11][C:12]([OH:14])=O. The catalyst is CO.[Pd]. The product is [CH3:1][C:2]1[CH:7]=[CH:6][CH:5]=[C:4]2[C:3]=1[CH2:11][C:12](=[O:14])[NH:8]2. The yield is 0.740. (7) The reactants are [C:1]([O:5][C:6](=[O:38])[CH2:7][O:8][C:9]1[C:14]2[CH2:15][CH2:16][CH2:17][CH2:18][CH:19]([NH:20][S:21]([C:24]3[CH:29]=[C:28]([C:30]([F:33])([F:32])[F:31])[CH:27]=[C:26]([S:34]([CH3:37])(=[O:36])=[O:35])[CH:25]=3)(=[O:23])=[O:22])[C:13]=2[CH:12]=[CH:11][CH:10]=1)([CH3:4])([CH3:3])[CH3:2].CI.[C:41]([O-])([O-])=O.[K+].[K+]. The catalyst is CN(C=O)C. The product is [C:1]([O:5][C:6](=[O:38])[CH2:7][O:8][C:9]1[C:14]2[CH2:15][CH2:16][CH2:17][CH2:18][CH:19]([N:20]([S:21]([C:24]3[CH:29]=[C:28]([C:30]([F:33])([F:32])[F:31])[CH:27]=[C:26]([S:34]([CH3:37])(=[O:36])=[O:35])[CH:25]=3)(=[O:22])=[O:23])[CH3:41])[C:13]=2[CH:12]=[CH:11][CH:10]=1)([CH3:4])([CH3:3])[CH3:2]. The yield is 0.980.